Dataset: Peptide-MHC class I binding affinity with 185,985 pairs from IEDB/IMGT. Task: Regression. Given a peptide amino acid sequence and an MHC pseudo amino acid sequence, predict their binding affinity value. This is MHC class I binding data. (1) The peptide sequence is QVPLRPMTFK. The MHC is HLA-B15:01 with pseudo-sequence HLA-B15:01. The binding affinity (normalized) is 0.0151. (2) The peptide sequence is SFSLESDSIK. The MHC is HLA-A68:01 with pseudo-sequence HLA-A68:01. The binding affinity (normalized) is 0.172. (3) The peptide sequence is DSPIGPIML. The MHC is HLA-A31:01 with pseudo-sequence HLA-A31:01. The binding affinity (normalized) is 0.0847. (4) The peptide sequence is GLSSRATWAK. The MHC is HLA-A03:01 with pseudo-sequence HLA-A03:01. The binding affinity (normalized) is 0.671. (5) The peptide sequence is APYFATVRL. The MHC is HLA-A03:01 with pseudo-sequence HLA-A03:01. The binding affinity (normalized) is 0.0847.